From a dataset of Full USPTO retrosynthesis dataset with 1.9M reactions from patents (1976-2016). Predict the reactants needed to synthesize the given product. (1) Given the product [C:1]([O:5][C:6]([N:8]1[CH2:11][CH:10]([NH:12][C:13]2[CH:14]=[C:15]3[C:24](=[CH:25][C:26]=2[C:31]([CH3:35])=[CH2:30])[O:23][CH2:22][C:21]2[N:16]3[CH:17]([CH3:29])[C:18](=[O:28])[NH:19][N:20]=2)[CH2:9]1)=[O:7])([CH3:4])([CH3:3])[CH3:2], predict the reactants needed to synthesize it. The reactants are: [C:1]([O:5][C:6]([N:8]1[CH2:11][CH:10]([NH:12][C:13]2[CH:14]=[C:15]3[C:24](=[CH:25][C:26]=2Br)[O:23][CH2:22][C:21]2[N:16]3[CH:17]([CH3:29])[C:18](=[O:28])[NH:19][N:20]=2)[CH2:9]1)=[O:7])([CH3:4])([CH3:3])[CH3:2].[CH3:30][C:31]1(C)[C:35](C)(C)OB(C(C)=C)O1.C([O-])([O-])=O.[K+].[K+]. (2) The reactants are: [F:1][C:2]1[CH:24]=[CH:23][C:22]([F:25])=[CH:21][C:3]=1[CH2:4][C@H:5]1[CH2:10][C@@H:9]([C:11]2[O:15][NH:14][C:13](=[O:16])[CH:12]=2)[CH2:8][CH2:7][N:6]1[C:17]([O:19][CH3:20])=[O:18].CCCCCCC.CCO. Given the product [F:1][C:2]1[CH:24]=[CH:23][C:22]([F:25])=[CH:21][C:3]=1[CH2:4][C@H:5]1[CH2:10][C@@H:9]([C:11]2[O:15][NH:14][C:13](=[O:16])[CH:12]=2)[CH2:8][CH2:7][N:6]1[C:17]([O:19][CH3:20])=[O:18].[F:1][C:2]1[CH:24]=[CH:23][C:22]([F:25])=[CH:21][C:3]=1[CH2:4][C@@H:5]1[CH2:10][C@H:9]([C:11]2[O:15][NH:14][C:13](=[O:16])[CH:12]=2)[CH2:8][CH2:7][N:6]1[C:17]([O:19][CH3:20])=[O:18], predict the reactants needed to synthesize it. (3) Given the product [CH3:17][C:18]1[N:19]=[C:20]([N:26]2[CH2:30][CH2:29][N:28]([CH2:31][CH2:32][CH2:33][C:34]([F:35])([F:36])[F:37])[C:27]2=[O:38])[S:21][C:22]=1[C:23]([NH:16][CH2:15][C:11]1[O:10][CH:14]=[CH:13][N:12]=1)=[O:24], predict the reactants needed to synthesize it. The reactants are: FC1C=C(CN)C=NC=1.[O:10]1[CH:14]=[CH:13][N:12]=[C:11]1[CH2:15][NH2:16].[CH3:17][C:18]1[N:19]=[C:20]([N:26]2[CH2:30][CH2:29][N:28]([CH2:31][CH2:32][CH2:33][C:34]([F:37])([F:36])[F:35])[C:27]2=[O:38])[S:21][C:22]=1[C:23](O)=[O:24]. (4) The reactants are: C(OC([N:8]1[CH2:13][CH2:12][CH:11]([N:14]2[C:23]3[C:18](=[CH:19][C:20]([Cl:24])=[CH:21][CH:22]=3)[CH2:17][CH2:16][C:15]2=[O:25])[CH2:10][CH2:9]1)=O)(C)(C)C.C(O)(C(F)(F)F)=O.C(Cl)Cl. Given the product [Cl:24][C:20]1[CH:19]=[C:18]2[C:23](=[CH:22][CH:21]=1)[N:14]([CH:11]1[CH2:10][CH2:9][NH:8][CH2:13][CH2:12]1)[C:15](=[O:25])[CH2:16][CH2:17]2, predict the reactants needed to synthesize it. (5) Given the product [Br:1][C:2]1[C:3](=[O:14])[O:4][C:5]2[C:10]([C:11]=1[CH3:12])=[CH:9][C:8]([O:13][CH:33]1[CH2:34][CH2:35][CH2:36][CH2:37][O:32]1)=[CH:7][CH:6]=2, predict the reactants needed to synthesize it. The reactants are: [Br:1][C:2]1[C:3](=[O:14])[O:4][C:5]2[C:10]([C:11]=1[CH3:12])=[CH:9][C:8]([OH:13])=[CH:7][CH:6]=2.C1(C)C=CC(S([O-])(=O)=O)=CC=1.[NH+]1C=CC=CC=1.[O:32]1[CH:37]=[CH:36][CH2:35][CH2:34][CH2:33]1. (6) Given the product [CH3:1][O:2][C:3]1[CH:19]=[CH:18][C:6]([CH2:7][S:8][CH2:9][CH2:10][O:11][CH2:12][CH2:13][O:14][CH2:15][CH2:16][Cl:28])=[CH:5][CH:4]=1, predict the reactants needed to synthesize it. The reactants are: [CH3:1][O:2][C:3]1[CH:19]=[CH:18][C:6]([CH2:7][S:8][CH2:9][CH2:10][O:11][CH2:12][CH2:13][O:14][CH2:15][CH2:16]O)=[CH:5][CH:4]=1.N1C=CC=CC=1.S(Cl)([Cl:28])=O.Cl. (7) Given the product [NH2:17][C:13]1[CH:12]=[C:11]2[C:16](=[CH:15][CH:14]=1)[N:8]([CH2:1][C:2]1[CH:7]=[CH:6][CH:5]=[CH:4][CH:3]=1)[C:9]([C:26]([O:28][CH2:29][CH3:30])=[O:27])=[C:10]2[C:20]1[CH:21]=[CH:22][CH:23]=[CH:24][CH:25]=1, predict the reactants needed to synthesize it. The reactants are: [CH2:1]([N:8]1[C:16]2[C:11](=[CH:12][C:13]([N+:17]([O-])=O)=[CH:14][CH:15]=2)[C:10]([C:20]2[CH:25]=[CH:24][CH:23]=[CH:22][CH:21]=2)=[C:9]1[C:26]([O:28][CH2:29][CH3:30])=[O:27])[C:2]1[CH:7]=[CH:6][CH:5]=[CH:4][CH:3]=1.NN.